From a dataset of Tyrosyl-DNA phosphodiesterase HTS with 341,365 compounds. Binary Classification. Given a drug SMILES string, predict its activity (active/inactive) in a high-throughput screening assay against a specified biological target. (1) The result is 0 (inactive). The compound is N1(C(CN(CC1)c1n(nnn1)c1ccccc1)C)c1cc(ccc1)C. (2) The compound is s1c(NC(=O)CCOc2cc(ccc2)C)nnc1C. The result is 0 (inactive). (3) The drug is S(=O)(=O)(NCCC(OCc1nc(sc1)CC(=O)Nc1c(cccc1)C)=O)c1ccc(NC(=O)C)cc1. The result is 0 (inactive). (4) The drug is ClC1=C/C(=C/Nc2c3c4c(CCc4ccc3)cc2)C(=O)C=C1. The result is 0 (inactive). (5) The molecule is S(=O)(=O)(c1c(=O)c2c(n(c1)C)cc(N1CCCCCC1)c(F)c2)c1ccc(cc1)C. The result is 0 (inactive). (6) The compound is OC(CNCCc1cc(OC)c(OC)cc1)c1ccc(O)cc1. The result is 0 (inactive). (7) The molecule is O=C1N(C(=O)CC1N1CCN(CC1)CCOc1ccc(OC)cc1)CCC(C)C. The result is 0 (inactive).